Predict which catalyst facilitates the given reaction. From a dataset of Catalyst prediction with 721,799 reactions and 888 catalyst types from USPTO. (1) Reactant: [CH2:1]([C:8]1[O:12][N:11]=[C:10]([CH2:13][S:14]([C:16]2[CH:53]=[CH:52][C:19]([CH2:20][CH2:21][NH:22][CH2:23][C@H:24]([OH:51])[CH2:25][O:26][C:27]3[CH:32]=[CH:31][C:30]([O:33][Si](C(C)(C)C)(C4C=CC=CC=4)C4C=CC=CC=4)=[CH:29][CH:28]=3)=[CH:18][CH:17]=2)=[O:15])[N:9]=1)[C:2]1[CH:7]=[CH:6][CH:5]=[CH:4][CH:3]=1.CCCC[N+](CCCC)(CCCC)CCCC.[F-]. Product: [CH2:1]([C:8]1[O:12][N:11]=[C:10]([CH2:13][S:14]([C:16]2[CH:53]=[CH:52][C:19]([CH2:20][CH2:21][NH:22][CH2:23][C@H:24]([OH:51])[CH2:25][O:26][C:27]3[CH:28]=[CH:29][C:30]([OH:33])=[CH:31][CH:32]=3)=[CH:18][CH:17]=2)=[O:15])[N:9]=1)[C:2]1[CH:7]=[CH:6][CH:5]=[CH:4][CH:3]=1. The catalyst class is: 683. (2) Reactant: [CH2:1]([O:8][C@H:9]1[C@@H:13]([O:14]CC2C=CC=CC=2)[C@@H:12]([O:22][CH3:23])[O:11][C@@H:10]1[CH2:24][O:25][CH2:26][C:27]1[CH:32]=[CH:31][CH:30]=[CH:29][CH:28]=1)[C:2]1[CH:7]=[CH:6][CH:5]=[CH:4][CH:3]=1.Cl[Sn](Cl)(Cl)Cl. Product: [CH2:1]([O:8][C@@H:9]1[C@@H:10]([CH2:24][O:25][CH2:26][C:27]2[CH:28]=[CH:29][CH:30]=[CH:31][CH:32]=2)[O:11][C@H:12]([O:22][CH3:23])[C@@H:13]1[OH:14])[C:2]1[CH:7]=[CH:6][CH:5]=[CH:4][CH:3]=1. The catalyst class is: 2. (3) Product: [CH2:1]([O:3][C:4](=[O:39])[CH2:5][N:6]1[CH2:30][C@:29]2([C:31](=[O:37])[CH2:32][OH:33])[C@@H:8]([CH2:9][C@H:10]3[C@H:23]4[C@@:14]([F:27])([C@:15]5([CH3:26])[C:20]([C@@H:21]([F:24])[CH2:22]4)=[CH:19][C:18](=[O:25])[CH:17]=[CH:16]5)[C@@H:13]([OH:28])[CH2:12][C@@:11]32[CH3:38])[CH2:7]1)[CH3:2]. Reactant: [CH2:1]([O:3][C:4](=[O:39])[CH2:5][N:6]1[CH2:30][C@:29]2([C:31](=[O:37])[CH2:32][O:33]C(=O)C)[C@@H:8]([CH2:9][C@H:10]3[C@H:23]4[C@@:14]([F:27])([C@:15]5([CH3:26])[C:20]([C@@H:21]([F:24])[CH2:22]4)=[CH:19][C:18](=[O:25])[CH:17]=[CH:16]5)[C@@H:13]([OH:28])[CH2:12][C@@:11]32[CH3:38])[CH2:7]1)[CH3:2].C([O-])([O-])=O.[K+].[K+]. The catalyst class is: 8. (4) Reactant: FC(F)(F)S(O[C:7]1[CH2:12][CH2:11][N:10]([C:13]([O:15][C:16]([CH3:19])([CH3:18])[CH3:17])=[O:14])[CH2:9][CH:8]=1)(=O)=O.[B:22]1([B:22]2[O:26][C:25]([CH3:28])([CH3:27])[C:24]([CH3:30])([CH3:29])[O:23]2)[O:26][C:25]([CH3:28])([CH3:27])[C:24]([CH3:30])([CH3:29])[O:23]1.C([O-])(=O)C.[K+]. Product: [CH3:29][C:24]1([CH3:30])[C:25]([CH3:28])([CH3:27])[O:26][B:22]([C:7]2[CH2:12][CH2:11][N:10]([C:13]([O:15][C:16]([CH3:19])([CH3:18])[CH3:17])=[O:14])[CH2:9][CH:8]=2)[O:23]1. The catalyst class is: 75.